Dataset: Full USPTO retrosynthesis dataset with 1.9M reactions from patents (1976-2016). Task: Predict the reactants needed to synthesize the given product. (1) Given the product [F:27][CH2:26][CH2:25][CH2:24][O:23][C:19]1[CH:18]=[C:17]([C:9]2([C:29]3[CH:34]=[CH:33][N:32]=[C:31]([CH3:35])[CH:30]=3)[C:8]3[C:3](=[N:4][CH:5]=[CH:6][CH:7]=3)[C:1]([NH2:2])=[N:10]2)[CH:22]=[CH:21][CH:20]=1, predict the reactants needed to synthesize it. The reactants are: [C:1]([C:3]1[C:8]([C:9]([C:17]2[CH:22]=[CH:21][CH:20]=[C:19]([O:23][CH2:24][CH2:25][CH2:26][F:27])[CH:18]=2)=[N:10]S(C(C)(C)C)=O)=[CH:7][CH:6]=[CH:5][N:4]=1)#[N:2].Br[C:29]1[CH:34]=[CH:33][N:32]=[C:31]([CH3:35])[CH:30]=1. (2) Given the product [CH3:25][O:24][C:21]1[CH:22]=[CH:23][C:18]([O:9][C:4]2[CH:5]=[C:6]([CH3:8])[CH:7]=[C:2]([CH3:1])[CH:3]=2)=[CH:19][CH:20]=1, predict the reactants needed to synthesize it. The reactants are: [CH3:1][C:2]1[CH:3]=[C:4]([OH:9])[CH:5]=[C:6]([CH3:8])[CH:7]=1.IC1C=CC=CC=1.I[C:18]1[CH:23]=[CH:22][C:21]([O:24][CH3:25])=[CH:20][CH:19]=1. (3) Given the product [CH:1]12[CH2:7][CH:4]([CH2:5][CH2:6]1)[CH:3]=[CH:2]2.[CH2:8]=[CH:9][C:10]1[CH:15]=[CH:14][CH:13]=[CH:12][CH:11]=1.[C:16]([O:20][CH3:21])(=[O:19])[CH:17]=[CH2:18], predict the reactants needed to synthesize it. The reactants are: [CH:1]12[CH2:7][CH:4]([CH2:5][CH2:6]1)[CH:3]=[CH:2]2.[CH2:8]=[CH:9][C:10]1[CH:15]=[CH:14][CH:13]=[CH:12][CH:11]=1.[C:16]([O:20][CH3:21])(=[O:19])[CH:17]=[CH2:18].N(C(C)(C)C#N)=NC(C)(C)C#N.CC[Al](Cl)CC.CC[Al](Cl)Cl.Cl.CO. (4) The reactants are: [F:1][C:2]1[CH:7]=[CH:6][C:5]([C:8]2[C:9]([C:14]#[N:15])=[CH:10][CH:11]=[CH:12][CH:13]=2)=[CH:4][C:3]=1[N+:16]([O-])=O.O.O.[Sn](Cl)Cl. Given the product [NH2:16][C:3]1[CH:4]=[C:5]([C:8]2[C:9]([C:14]#[N:15])=[CH:10][CH:11]=[CH:12][CH:13]=2)[CH:6]=[CH:7][C:2]=1[F:1], predict the reactants needed to synthesize it. (5) Given the product [F:14][C:9]([F:15])([S:10]([O-:13])(=[O:12])=[O:11])[CH2:8][OH:7].[C:29]1([S+:22]([C:16]2[CH:17]=[CH:18][CH:19]=[CH:20][CH:21]=2)[C:23]2[CH:28]=[CH:27][CH:26]=[CH:25][CH:24]=2)[CH:30]=[CH:31][CH:32]=[CH:33][CH:34]=1, predict the reactants needed to synthesize it. The reactants are: C([O:7][CH2:8][C:9]([F:15])([F:14])[S:10]([O-:13])(=[O:12])=[O:11])(=O)C(C)(C)C.[C:16]1([S+:22]([C:29]2[CH:34]=[CH:33][CH:32]=[CH:31][CH:30]=2)[C:23]2[CH:28]=[CH:27][CH:26]=[CH:25][CH:24]=2)[CH:21]=[CH:20][CH:19]=[CH:18][CH:17]=1.C[O-].[Na+].Cl. (6) Given the product [F:1][C:2]1[CH:7]=[CH:6][C:5]([CH2:8][C:9]2[N:35]=[C:12](/[CH:13]=[CH:14]/[C:15]3[CH:20]=[CH:19][C:18]([N:21]4[CH:25]=[C:24]([CH3:26])[N:23]=[CH:22]4)=[C:17]([O:27][CH3:28])[CH:16]=3)[NH:11][CH:10]=2)=[CH:4][CH:3]=1, predict the reactants needed to synthesize it. The reactants are: [F:1][C:2]1[CH:7]=[CH:6][C:5]([CH2:8][C:9](=O)[CH2:10][NH:11][C:12](=O)/[CH:13]=[CH:14]/[C:15]2[CH:20]=[CH:19][C:18]([N:21]3[CH:25]=[C:24]([CH3:26])[N:23]=[CH:22]3)=[C:17]([O:27][CH3:28])[CH:16]=2)=[CH:4][CH:3]=1.C([O-])(=O)C.[NH4+:35].C(OCC)(=O)C.O.C(=O)(O)[O-].[Na+]. (7) Given the product [NH2:1][C:4]1[CH:5]=[CH:6][C:7]([N:10]2[C:22](=[O:23])[C:13]3[N:14]=[N:15][C:16]4[CH:17]=[CH:18][CH:19]=[CH:20][C:21]=4[C:12]=3[NH:11]2)=[CH:8][CH:9]=1, predict the reactants needed to synthesize it. The reactants are: [N+:1]([C:4]1[CH:9]=[CH:8][C:7]([N:10]2[C:22](=[O:23])[C:13]3[N:14]=[N:15][C:16]4[CH:17]=[CH:18][CH:19]=[CH:20][C:21]=4[C:12]=3[NH:11]2)=[CH:6][CH:5]=1)([O-])=O.[Cl-].[NH4+].C(=O)([O-])[O-].[K+].[K+]. (8) Given the product [CH2:22]([O:10][C:9](=[O:11])[C:8]1[CH:12]=[CH:13][C:14]([Cl:16])=[N:15][C:7]=1[NH2:6])[CH3:23], predict the reactants needed to synthesize it. The reactants are: S(=O)(=O)(O)O.[NH2:6][C:7]1[N:15]=[C:14]([Cl:16])[CH:13]=[CH:12][C:8]=1[C:9]([OH:11])=[O:10].C(=O)([O-])O.[Na+].[CH2:22](O)[CH3:23]. (9) Given the product [Br:1][C:2]1[CH:3]=[C:4]2[C:24](=[CH:25][CH:26]=1)[C:8]1[NH:9][C:10]([C@@H:12]3[CH2:16][CH2:15][CH2:14][N:13]3[C:17]([O:19][C:20]([CH3:21])([CH3:22])[CH3:23])=[O:18])=[N:11][C:7]=1[CH:6]=[C:5]2[I:34], predict the reactants needed to synthesize it. The reactants are: [Br:1][C:2]1[CH:3]=[C:4]2[C:24](=[CH:25][CH:26]=1)[C:8]1[NH:9][C:10]([C@@H:12]3[CH2:16][CH2:15][CH2:14][N:13]3[C:17]([O:19][C:20]([CH3:23])([CH3:22])[CH3:21])=[O:18])=[N:11][C:7]=1[CH:6]=[CH:5]2.C1C(=O)N([I:34])C(=O)C1.